This data is from Catalyst prediction with 721,799 reactions and 888 catalyst types from USPTO. The task is: Predict which catalyst facilitates the given reaction. (1) Reactant: [C:1]([O:4][CH2:5][CH2:6][N:7]([CH2:19][C:20]1[CH:25]=[CH:24][C:23]([CH2:26][NH2:27])=[CH:22][CH:21]=1)[CH2:8][CH2:9][CH2:10][CH2:11][N:12]([CH2:16][CH2:17][CH3:18])[CH2:13][CH2:14][CH3:15])(=[O:3])[CH3:2].C(O)C.[ClH:31].C(O)C.COCCOC. Product: [ClH:31].[C:1]([O:4][CH2:5][CH2:6][N:7]([CH2:19][C:20]1[CH:25]=[CH:24][C:23]([CH2:26][NH2:27])=[CH:22][CH:21]=1)[CH2:8][CH2:9][CH2:10][CH2:11][N:12]([CH2:13][CH2:14][CH3:15])[CH2:16][CH2:17][CH3:18])(=[O:3])[CH3:2]. The catalyst class is: 41. (2) Reactant: [Br:1][C:2]1[N:7]=[C:6]([C@:8]([NH:20]S(C2C=CC([N+]([O-])=O)=CC=2)(=O)=O)([CH3:19])[CH2:9][O:10][C@@:11]([C:17]#[N:18])([CH3:16])[C:12]([F:15])([F:14])[F:13])[C:5]([F:33])=[CH:4][CH:3]=1.C(N[C@H](C(O)=O)CS)(=O)C.C([O-])([O-])=O.[K+].[K+]. Product: [Br:1][C:2]1[N:7]=[C:6]([C@:8]2([CH3:19])[CH2:9][O:10][C@@:11]([CH3:16])([C:12]([F:15])([F:14])[F:13])[C:17]([NH2:18])=[N:20]2)[C:5]([F:33])=[CH:4][CH:3]=1. The catalyst class is: 8. (3) Reactant: [Cl:1][C:2]1[CH:29]=[CH:28][C:5]([C:6]([C:8]2[CH:13]=[CH:12][CH:11]=[CH:10][C:9]=2[C:14]2[C:15]([CH3:27])=[N:16][O:17][C:18]=2/[CH:19]=[N:20]/[S@@:21]([C:23]([CH3:26])([CH3:25])[CH3:24])=[O:22])=[O:7])=[CH:4][CH:3]=1.[Cl-].[C:31]([O:35][C:36](=[O:39])[CH2:37][Zn+])([CH3:34])([CH3:33])[CH3:32]. Product: [Cl:1][C:2]1[CH:3]=[CH:4][C:5]([C:6]([C:8]2[CH:13]=[CH:12][CH:11]=[CH:10][C:9]=2[C:14]2[C:15]([CH3:27])=[N:16][O:17][C:18]=2[C@@H:19]([NH:20][S@@:21]([C:23]([CH3:25])([CH3:24])[CH3:26])=[O:22])[CH2:37][C:36]([O:35][C:31]([CH3:34])([CH3:33])[CH3:32])=[O:39])=[O:7])=[CH:28][CH:29]=1. The catalyst class is: 324. (4) Reactant: [NH2:1][CH2:2][C:3]1[CH:8]=[CH:7][C:6]([N:9]2[CH2:14][CH2:13][N:12]([C:15]([O:17][C:18]([CH3:21])([CH3:20])[CH3:19])=[O:16])[CH2:11][CH2:10]2)=[CH:5][CH:4]=1.[CH2:22](N(CC)CC)C.Cl[C:30]1[N:39]([C:40]2([C:45]([O:47]C)=O)[CH2:44][CH2:43][CH2:42]C2)[C:38](=[O:49])[C:37]2[C:32](=[CH:33][CH:34]=[CH:35][CH:36]=2)[N:31]=1. Product: [CH2:44]([CH:40]1[N:39]2[C:30](=[N:31][C:32]3[C:37]([C:38]2=[O:49])=[CH:36][CH:35]=[CH:34][CH:33]=3)[N:1]([CH2:2][C:3]2[CH:4]=[CH:5][C:6]([N:9]3[CH2:10][CH2:11][N:12]([C:15]([O:17][C:18]([CH3:21])([CH3:20])[CH3:19])=[O:16])[CH2:13][CH2:14]3)=[CH:7][CH:8]=2)[C:45]1=[O:47])[CH:43]([CH3:42])[CH3:22]. The catalyst class is: 1.